This data is from Peptide-MHC class I binding affinity with 185,985 pairs from IEDB/IMGT. The task is: Regression. Given a peptide amino acid sequence and an MHC pseudo amino acid sequence, predict their binding affinity value. This is MHC class I binding data. The peptide sequence is SWHHTSDDF. The MHC is HLA-A68:02 with pseudo-sequence HLA-A68:02. The binding affinity (normalized) is 0.0847.